From a dataset of Reaction yield outcomes from USPTO patents with 853,638 reactions. Predict the reaction yield, written as a fraction of the theoretical maximum amount of product (1.0 means a 100% yield; for example, 0.34 means a 34% yield). The reactants are Br[C:2]1[N:3]=[CH:4][C:5]([NH:8][C:9](=[O:28])[C@@H:10]([C:17]2[CH:22]=[CH:21][C:20]([S:23]([CH3:26])(=[O:25])=[O:24])=[C:19]([Cl:27])[CH:18]=2)[CH2:11][CH:12]2[CH2:16][CH2:15][CH2:14][CH2:13]2)=[N:6][CH:7]=1.C(N(CC)C(C)C)(C)C.[OH:38][C:39]([CH3:43])([CH3:42])[C:40]#[CH:41]. The catalyst is C1(C)C=CC=CC=1.Cl[Pd](Cl)([P](C1C=CC=CC=1)(C1C=CC=CC=1)C1C=CC=CC=1)[P](C1C=CC=CC=1)(C1C=CC=CC=1)C1C=CC=CC=1.[Cu]I. The product is [Cl:27][C:19]1[CH:18]=[C:17]([C@@H:10]([CH2:11][CH:12]2[CH2:16][CH2:15][CH2:14][CH2:13]2)[C:9]([NH:8][C:5]2[CH:4]=[N:3][C:2]([C:41]#[C:40][C:39]([OH:38])([CH3:43])[CH3:42])=[CH:7][N:6]=2)=[O:28])[CH:22]=[CH:21][C:20]=1[S:23]([CH3:26])(=[O:25])=[O:24]. The yield is 0.840.